Dataset: Forward reaction prediction with 1.9M reactions from USPTO patents (1976-2016). Task: Predict the product of the given reaction. Given the reactants [Br:1][C:2]1[C:3]([O:9][CH3:10])=[N:4][CH:5]=[C:6]([CH3:8])[CH:7]=1.C1C(=O)N([Br:18])C(=O)C1.CC(N=NC(C#N)(C)C)(C#N)C.O, predict the reaction product. The product is: [Br:1][C:2]1[C:3]([O:9][CH3:10])=[N:4][CH:5]=[C:6]([CH2:8][Br:18])[CH:7]=1.